Dataset: CYP1A2 inhibition data for predicting drug metabolism from PubChem BioAssay. Task: Regression/Classification. Given a drug SMILES string, predict its absorption, distribution, metabolism, or excretion properties. Task type varies by dataset: regression for continuous measurements (e.g., permeability, clearance, half-life) or binary classification for categorical outcomes (e.g., BBB penetration, CYP inhibition). Dataset: cyp1a2_veith. (1) The compound is CCOc1ccc(NC(=O)CSc2nnc(CCNC(=O)c3ccc(OC)cc3)n2CC)cc1. The result is 0 (non-inhibitor). (2) The drug is CC(=O)Nc1ccc(S(=O)(=O)NCC2CCC(C(=O)N3CCN(c4ccccn4)CC3)CC2)cc1. The result is 0 (non-inhibitor).